Predict the product of the given reaction. From a dataset of Forward reaction prediction with 1.9M reactions from USPTO patents (1976-2016). (1) Given the reactants [Cl-].[CH2:2]([O:9][C:10]1[C:11]([CH3:32])=[C:12]([CH3:31])[C:13]([N:17]=C(C2C=CC=CC=2)C2C=CC=CC=2)=[N:14][C:15]=1[CH3:16])[C:3]1[CH:8]=[CH:7][CH:6]=[CH:5][CH:4]=1, predict the reaction product. The product is: [CH2:2]([O:9][C:10]1[C:11]([CH3:32])=[C:12]([CH3:31])[C:13]([NH2:17])=[N:14][C:15]=1[CH3:16])[C:3]1[CH:4]=[CH:5][CH:6]=[CH:7][CH:8]=1. (2) The product is: [CH3:14][N:11]1[CH2:12][CH2:13][N:8]([C:5]2[CH:4]=[CH:3][C:2]([B:19]3[O:20][C:21]([CH3:23])([CH3:22])[C:17]([CH3:33])([CH3:16])[O:18]3)=[CH:7][N:6]=2)[CH2:9][C:10]1=[O:15]. Given the reactants Br[C:2]1[CH:3]=[CH:4][C:5]([N:8]2[CH2:13][CH2:12][N:11]([CH3:14])[C:10](=[O:15])[CH2:9]2)=[N:6][CH:7]=1.[CH3:16][C:17]1([CH3:33])[C:21]([CH3:23])([CH3:22])[O:20][B:19]([B:19]2[O:20][C:21]([CH3:23])([CH3:22])[C:17]([CH3:33])([CH3:16])[O:18]2)[O:18]1.ClCCl.C([O-])(=O)C.[K+], predict the reaction product. (3) Given the reactants [CH3:1][O:2][C:3](=[O:17])[CH:4]([CH2:9][CH2:10][C:11]1[CH:16]=[CH:15][CH:14]=[CH:13][CH:12]=1)[CH2:5][C:6]([OH:8])=O.C(N(CC)CC)C.CC(C)(C)C(Cl)=O.C([Li])CCC.[CH2:37]1[O:42][C:40](=[O:41])[NH:39][C@@H:38]1[CH2:43][C:44]1[CH:49]=[CH:48][CH:47]=[CH:46][CH:45]=1, predict the reaction product. The product is: [CH3:1][O:2][C:3](=[O:17])[CH:4]([CH2:9][CH2:10][C:11]1[CH:16]=[CH:15][CH:14]=[CH:13][CH:12]=1)[CH2:5][C:6]([N:39]1[CH:38]([CH2:43][C:44]2[CH:49]=[CH:48][CH:47]=[CH:46][CH:45]=2)[CH2:37][O:42][C:40]1=[O:41])=[O:8]. (4) Given the reactants [NH2:1][C:2]1[N:7]=[CH:6][N:5]=[C:4]2[N:8]([CH:12]([C:14]3[C:24]4[O:23][CH2:22][CH2:21][N:20](C(OC(C)(C)C)=O)[CH2:19][C:18]=4[C:17]([CH3:32])=[C:16]([Cl:33])[CH:15]=3)[CH3:13])[N:9]=[C:10]([CH3:11])[C:3]=12.Cl.O=[C:36]1[CH2:39][N:38]([C:40]([O:42][C:43]([CH3:46])([CH3:45])[CH3:44])=[O:41])[CH2:37]1.C([BH3-])#N.[Na+], predict the reaction product. The product is: [NH2:1][C:2]1[N:7]=[CH:6][N:5]=[C:4]2[N:8]([CH:12]([C:14]3[C:24]4[O:23][CH2:22][CH2:21][N:20]([CH:36]5[CH2:37][N:38]([C:40]([O:42][C:43]([CH3:46])([CH3:45])[CH3:44])=[O:41])[CH2:39]5)[CH2:19][C:18]=4[C:17]([CH3:32])=[C:16]([Cl:33])[CH:15]=3)[CH3:13])[N:9]=[C:10]([CH3:11])[C:3]=12. (5) Given the reactants [ClH:1].[NH2:2][CH:3]1[CH2:8][CH2:7][N:6]([CH2:9][CH2:10][N:11]2[C:20]3[C:15](=[N:16][CH:17]=[C:18]([O:21][CH3:22])[CH:19]=3)[CH:14]=[CH:13][C:12]2=[O:23])[CH2:5][CH2:4]1.C[O-].[Na+].CO.[S:29]1[CH:33]=[CH:32][C:31]([C:34]2[N:39]=[C:38]([CH:40]=O)[CH:37]=[CH:36][CH:35]=2)=[CH:30]1.C([BH3-])#N.[Na+].C(=O)([O-])O.[Na+], predict the reaction product. The product is: [ClH:1].[CH3:22][O:21][C:18]1[CH:19]=[C:20]2[C:15]([CH:14]=[CH:13][C:12](=[O:23])[N:11]2[CH2:10][CH2:9][N:6]2[CH2:5][CH2:4][CH:3]([NH:2][CH2:40][C:38]3[CH:37]=[CH:36][CH:35]=[C:34]([C:31]4[CH:32]=[CH:33][S:29][CH:30]=4)[N:39]=3)[CH2:8][CH2:7]2)=[N:16][CH:17]=1. (6) Given the reactants [CH3:1][O:2][C:3](=[O:12])[C:4]1[C:9]([CH3:10])=[CH:8][CH:7]=[CH:6][C:5]=1[Cl:11].[Br:13]NC(=O)CCC(N)=O.C(OOC(=O)C1C=CC=CC=1)(=O)C1C=CC=CC=1, predict the reaction product. The product is: [CH3:1][O:2][C:3](=[O:12])[C:4]1[C:5]([Cl:11])=[CH:6][CH:7]=[CH:8][C:9]=1[CH2:10][Br:13]. (7) The product is: [CH3:3][O:4][C:5]1[CH:10]=[CH:9][C:8]2[NH:11][C:13]([CH:14]([OH:15])[CH3:16])=[N:12][C:7]=2[CH:6]=1. Given the reactants Cl.Cl.[CH3:3][O:4][C:5]1[CH:10]=[CH:9][C:8]([NH2:11])=[C:7]([NH2:12])[CH:6]=1.[C:13]([O-])(=O)[C@H:14]([CH3:16])[OH:15].[Na+].[OH-].[NH4+], predict the reaction product.